From a dataset of Catalyst prediction with 721,799 reactions and 888 catalyst types from USPTO. Predict which catalyst facilitates the given reaction. (1) Reactant: C(O[C:6]([C:8]1[N:9]=[C:10]([C:20]#[N:21])[C:11]2[C:16]([C:17]=1[OH:18])=[CH:15][C:14]([Cl:19])=[CH:13][CH:12]=2)=[O:7])CCC.[NH2:22][CH2:23][C:24]([OH:26])=[O:25]. Product: [Cl:19][C:14]1[CH:15]=[C:16]2[C:11](=[CH:12][CH:13]=1)[C:10]([C:20]#[N:21])=[N:9][C:8]([C:6]([NH:22][CH2:23][C:24]([OH:26])=[O:25])=[O:7])=[C:17]2[OH:18]. The catalyst class is: 779. (2) Reactant: [C:1]([CH:3]([CH:7]1[C:11]([Cl:12])=[C:10](Cl)C(=O)O1)[C:4]([NH2:6])=[O:5])#[N:2].[CH2:15]([C:19]1[CH:25]=[CH:24][C:22]([NH2:23])=[CH:21][CH:20]=1)[CH2:16][CH2:17][CH3:18].C(N(CC)CC)C. Product: [CH2:15]([C:19]1[CH:20]=[CH:21][C:22]([N:23]2[CH:10]=[C:11]([Cl:12])[CH:7]=[C:3]([C:4]([NH2:6])=[O:5])[C:1]2=[NH:2])=[CH:24][CH:25]=1)[CH2:16][CH2:17][CH3:18]. The catalyst class is: 8. (3) Reactant: [CH3:1][O:2][C:3]1[CH:12]=[C:11]2[C:6]([CH:7]=[C:8]([C:14]([OH:16])=O)[C:9](=[O:13])[NH:10]2)=[CH:5][C:4]=1[O:17][CH2:18][CH2:19][O:20][CH2:21][CH2:22][O:23][CH3:24].CN(C(ON1N=NC2C=CC=NC1=2)=[N+](C)C)C.F[P-](F)(F)(F)(F)F.CN1CCOCC1.[NH2:56][C:57]1[CH:58]=[C:59]([CH:71]=[CH:72][C:73]=1[CH3:74])[C:60]([NH:62][CH2:63][C:64]1[CH:69]=[CH:68][CH:67]=[C:66]([Cl:70])[CH:65]=1)=[O:61]. Product: [Cl:70][C:66]1[CH:65]=[C:64]([CH:69]=[CH:68][CH:67]=1)[CH2:63][NH:62][C:60]([C:59]1[CH:71]=[CH:72][C:73]([CH3:74])=[C:57]([NH:56][C:14]([C:8]2[C:9](=[O:13])[NH:10][C:11]3[C:6]([CH:7]=2)=[CH:5][C:4]([O:17][CH2:18][CH2:19][O:20][CH2:21][CH2:22][O:23][CH3:24])=[C:3]([O:2][CH3:1])[CH:12]=3)=[O:16])[CH:58]=1)=[O:61]. The catalyst class is: 7.